From a dataset of Full USPTO retrosynthesis dataset with 1.9M reactions from patents (1976-2016). Predict the reactants needed to synthesize the given product. (1) Given the product [C:35]([O:34][C:33](=[O:39])[NH:32][C@H:3]1[C@@H:2]([OH:1])[C:11]2[C:6](=[CH:7][C:8]([C:12]3[N:16]=[C:15]([C:17]4[O:21][N:20]=[C:19]([C:22]5[CH:23]=[CH:24][CH:25]=[CH:26][CH:27]=5)[C:18]=4[C:28]([F:29])([F:30])[F:31])[O:14][N:13]=3)=[CH:9][CH:10]=2)[O:5][CH2:4]1)([CH3:38])([CH3:36])[CH3:37].[C:40]([OH:46])([C:42]([F:45])([F:44])[F:43])=[O:41], predict the reactants needed to synthesize it. The reactants are: [OH:1][C@@H:2]1[C:11]2[C:6](=[CH:7][C:8]([C:12]3[N:16]=[C:15]([C:17]4[O:21][N:20]=[C:19]([C:22]5[CH:27]=[CH:26][CH:25]=[CH:24][CH:23]=5)[C:18]=4[C:28]([F:31])([F:30])[F:29])[O:14][N:13]=3)=[CH:9][CH:10]=2)[O:5][CH2:4][C@@H:3]1[NH:32][C:33](=[O:39])[O:34][C:35]([CH3:38])([CH3:37])[CH3:36].[C:40]([OH:46])([C:42]([F:45])([F:44])[F:43])=[O:41]. (2) Given the product [ClH:39].[CH3:37][C:35]1[CH:36]=[C:31]([CH:32]=[C:33]([CH3:38])[CH:34]=1)[O:30][C:11]1[CH:10]=[CH:9][C:8]([C:6]([NH:5][C:4](=[O:40])[CH2:3][CH2:1][NH2:2])=[O:7])=[CH:13][C:12]=1[S:14]([N:17]1[CH2:22][CH2:21][NH:20][CH2:19][CH2:18]1)(=[O:15])=[O:16], predict the reactants needed to synthesize it. The reactants are: [C:1]([CH2:3][CH2:4][NH:5][C:6]([C:8]1[CH:9]=[CH:10][C:11]([O:30][C:31]2[CH:36]=[C:35]([CH3:37])[CH:34]=[C:33]([CH3:38])[CH:32]=2)=[C:12]([S:14]([N:17]2[CH2:22][CH2:21][N:20](C(OC(C)(C)C)=O)[CH2:19][CH2:18]2)(=[O:16])=[O:15])[CH:13]=1)=[O:7])#[N:2].[ClH:39].[O:40]1CCOCC1. (3) Given the product [ClH:29].[NH2:1][C:2]1[C:7]([CH3:8])=[N:6][C:5]([O:9][CH2:10][C:11]([N:13]([CH:15]2[CH2:20][CH2:19][N:18]([CH2:21][C:22]3[CH:23]=[CH:24][CH:25]=[CH:26][CH:27]=3)[CH2:17][CH2:16]2)[CH3:14])=[O:12])=[N:4][C:3]=1[CH3:28], predict the reactants needed to synthesize it. The reactants are: [NH2:1][C:2]1[C:3]([CH3:28])=[N:4][C:5]([O:9][CH2:10][C:11]([N:13]([CH:15]2[CH2:20][CH2:19][N:18]([CH2:21][C:22]3[CH:27]=[CH:26][CH:25]=[CH:24][CH:23]=3)[CH2:17][CH2:16]2)[CH3:14])=[O:12])=[N:6][C:7]=1[CH3:8].[ClH:29].O1CCOCC1. (4) Given the product [CH2:31]([S:30][C:25]1[CH:26]=[CH:27][CH:28]=[CH:29][C:24]=1[C:12]1[N:11]=[C:10]([CH3:4])[C:19]2[C:14](=[CH:15][C:16]([C:20]([F:22])([F:21])[F:23])=[CH:17][CH:18]=2)[N:13]=1)[CH3:32], predict the reactants needed to synthesize it. The reactants are: C[Mg]Br.[CH2:4]1COCC1.Cl[C:10]1[C:19]2[C:14](=[CH:15][C:16]([C:20]([F:23])([F:22])[F:21])=[CH:17][CH:18]=2)[N:13]=[C:12]([C:24]2[CH:29]=[CH:28][CH:27]=[CH:26][C:25]=2[S:30][CH2:31][CH3:32])[N:11]=1.CN1C(=O)CCC1. (5) Given the product [F:17][C:18]([F:23])([F:22])[C@@H:19]([OH:20])[CH2:21][N:11]1[CH2:12][CH2:13][S:14](=[O:16])(=[O:15])[CH:9]([C:5]2[CH:6]=[CH:7][CH:8]=[C:3]([O:2][CH3:1])[CH:4]=2)[CH2:10]1, predict the reactants needed to synthesize it. The reactants are: [CH3:1][O:2][C:3]1[CH:4]=[C:5]([CH:9]2[S:14](=[O:16])(=[O:15])[CH2:13][CH2:12][NH:11][CH2:10]2)[CH:6]=[CH:7][CH:8]=1.[F:17][C:18]([F:23])([F:22])[C@@H:19]1[CH2:21][O:20]1. (6) The reactants are: [N:1]12[CH2:8][CH2:7][CH:4]([CH2:5][CH2:6]1)[CH:3]([O:9][C:10]1[CH:15]=[CH:14][C:13]([NH:16][CH:17]3[CH2:22][CH2:21][CH2:20][CH2:19][CH2:18]3)=[CH:12][CH:11]=1)[CH2:2]2.CO.[C:25]([OH:32])(=[O:31])/[CH:26]=[CH:27]/[C:28]([OH:30])=[O:29]. Given the product [C:25]([OH:32])(=[O:31])/[CH:26]=[CH:27]/[C:28]([OH:30])=[O:29].[N:1]12[CH2:6][CH2:5][CH:4]([CH2:7][CH2:8]1)[CH:3]([O:9][C:10]1[CH:15]=[CH:14][C:13]([NH:16][CH:17]3[CH2:22][CH2:21][CH2:20][CH2:19][CH2:18]3)=[CH:12][CH:11]=1)[CH2:2]2, predict the reactants needed to synthesize it. (7) Given the product [F:34][C:3]([F:2])([F:33])[C:4]1[CH:28]=[C:27]([C:29]([F:30])([F:31])[F:32])[CH:26]=[CH:25][C:5]=1[CH2:6][N:7]1[CH2:8][CH2:9][CH:10](/[CH:13]=[C:14]2/[C:44]([NH:45][CH2:46][C:47]([N:67]([CH2:68][CH2:69][OH:70])[CH3:66])=[O:48])=[N:16][C:17](=[O:19])[S:18]/2)[CH2:11][CH2:12]1, predict the reactants needed to synthesize it. The reactants are: Cl.[F:2][C:3]([F:34])([F:33])[C:4]1[CH:28]=[C:27]([C:29]([F:32])([F:31])[F:30])[CH:26]=[CH:25][C:5]=1[CH2:6][N:7]1[CH2:12][CH2:11][CH:10](/[CH:13]=[C:14]2/C(NCC(O)=O)=[N:16][C:17](=[O:19])[S:18]/2)[CH2:9][CH2:8]1.C(N(C(C)C)C(C)C)C.[CH3:44][NH:45][CH2:46][CH2:47][OH:48].F[P-](F)(F)(F)(F)F.C(C(=NO[C+:66](N(C)C)[N:67]1CC[O:70][CH2:69][CH2:68]1)C(OCC)=O)#N.